This data is from Forward reaction prediction with 1.9M reactions from USPTO patents (1976-2016). The task is: Predict the product of the given reaction. (1) Given the reactants [CH:1]([B-](F)(F)F)=[CH2:2].[K+].C1C=CC(P(C2C=CC=CC=2)C2C=CC=CC=2)=CC=1.C([O-])([O-])=[O:28].[Cs+].[Cs+].Br[C:34]1[CH:39]=[CH:38][C:37]([NH:40][C:41](=[O:43])[CH3:42])=[CH:36][C:35]=1[Cl:44], predict the reaction product. The product is: [Cl:44][C:35]1[CH:36]=[C:37]([NH:40][C:41](=[O:43])[CH3:42])[CH:38]=[CH:39][C:34]=1[CH2:2][CH2:1][OH:28]. (2) Given the reactants [N:1]1([C:10]2[N:18]=[C:17]3[C:13]([NH:14][C:15](=[O:26])[N:16]3[C@H:19]3[CH2:24][CH2:23][C@H:22]([OH:25])[CH2:21][CH2:20]3)=[CH:12][N:11]=2)[C:5]2[CH:6]=[CH:7][CH:8]=[CH:9][C:4]=2[N:3]=[CH:2]1.[CH3:27][C:28]([O:31][C:32](O[C:32]([O:31][C:28]([CH3:30])([CH3:29])[CH3:27])=[O:33])=[O:33])([CH3:30])[CH3:29].CCN(CC)CC, predict the reaction product. The product is: [N:1]1([C:10]2[N:18]=[C:17]3[C:13]([N:14]([C:32]([O:31][C:28]([CH3:30])([CH3:29])[CH3:27])=[O:33])[C:15](=[O:26])[N:16]3[C@H:19]3[CH2:20][CH2:21][C@H:22]([OH:25])[CH2:23][CH2:24]3)=[CH:12][N:11]=2)[C:5]2[CH:6]=[CH:7][CH:8]=[CH:9][C:4]=2[N:3]=[CH:2]1. (3) Given the reactants [Cl:1][C:2]1[CH:3]=[CH:4][C:5]2[N:6]([C:8]([C:11]([C:13]3[CH:14]=[C:15]4[C:20](=[CH:21][C:22]=3[F:23])[N:19]=[CH:18][CH:17]=[CH:16]4)=[O:12])=[CH:9][N:10]=2)[N:7]=1.[CH2:24]1COCC1, predict the reaction product. The product is: [Cl:1][C:2]1[CH:3]=[CH:4][C:5]2[N:6]([C:8]([C:11]([C:13]3[CH:14]=[C:15]4[C:20](=[CH:21][C:22]=3[F:23])[N:19]=[CH:18][CH:17]=[CH:16]4)([OH:12])[CH3:24])=[CH:9][N:10]=2)[N:7]=1. (4) The product is: [I:21][C:12]1[CH:13]=[CH:14][C:2]([C:1]([O:16][C:17]([CH3:20])([CH3:19])[CH3:18])=[O:15])=[CH:3][C:4]=1[C:5]([O:7][C:8]([CH3:11])([CH3:10])[CH3:9])=[O:6]. Given the reactants [C:1]([O:16][C:17]([CH3:20])([CH3:19])[CH3:18])(=[O:15])[C:2]1[CH:14]=[CH:13][CH:12]=[C:4]([C:5]([O:7][C:8]([CH3:11])([CH3:10])[CH3:9])=[O:6])[CH:3]=1.[I:21]I, predict the reaction product. (5) Given the reactants Br[C:2]1[S:6][C:5]([C@H:7]2[N:10]([C:11]3[CH:16]=[CH:15][CH:14]=[CH:13][CH:12]=3)[C:9](=[O:17])[C@@H:8]2[CH2:18][CH2:19][C@@H:20]([C:22]2[CH:27]=[CH:26][C:25]([F:28])=[CH:24][CH:23]=2)[OH:21])=[CH:4][CH:3]=1.[OH:29][C:30]1[CH:31]=[C:32](B(O)O)[CH:33]=[CH:34][CH:35]=1, predict the reaction product. The product is: [F:28][C:25]1[CH:26]=[CH:27][C:22]([C@@H:20]([OH:21])[CH2:19][CH2:18][C@@H:8]2[C@@H:7]([C:5]3[S:6][C:2]([C:34]4[CH:33]=[CH:32][CH:31]=[C:30]([OH:29])[CH:35]=4)=[CH:3][CH:4]=3)[N:10]([C:11]3[CH:16]=[CH:15][CH:14]=[CH:13][CH:12]=3)[C:9]2=[O:17])=[CH:23][CH:24]=1. (6) Given the reactants [NH2:1][C:2]1[C:11]2[N:10]=[CH:9][C:8]([CH2:12][CH2:13][C:14]3[CH:19]=[CH:18][C:17]([OH:20])=[CH:16][C:15]=3[CH3:21])=[CH:7][C:6]=2[C:5]2[CH:22]=[CH:23][C:24]([CH2:26][CH2:27][C:28]([O:30][CH2:31][CH3:32])=[O:29])=[CH:25][C:4]=2[N:3]=1.I[CH2:34][CH2:35][O:36][CH2:37][CH2:38][O:39][CH2:40][CH2:41][P:42](=[O:49])([O:46][CH2:47][CH3:48])[O:43][CH2:44][CH3:45].C(=O)([O-])[O-].[Cs+].[Cs+].C(Cl)Cl, predict the reaction product. The product is: [NH2:1][C:2]1[C:11]2[N:10]=[CH:9][C:8]([CH2:12][CH2:13][C:14]3[CH:19]=[CH:18][C:17]([O:20][CH2:34][CH2:35][O:36][CH2:37][CH2:38][O:39][CH2:40][CH2:41][P:42]([O:46][CH2:47][CH3:48])([O:43][CH2:44][CH3:45])=[O:49])=[CH:16][C:15]=3[CH3:21])=[CH:7][C:6]=2[C:5]2[CH:22]=[CH:23][C:24]([CH2:26][CH2:27][C:28]([O:30][CH2:31][CH3:32])=[O:29])=[CH:25][C:4]=2[N:3]=1.